The task is: Predict the reactants needed to synthesize the given product.. This data is from Full USPTO retrosynthesis dataset with 1.9M reactions from patents (1976-2016). (1) The reactants are: [C:1]([C:3]1[CH:4]=[C:5](B(O)O)[CH:6]=[CH:7][CH:8]=1)#[N:2].[Cl:12][C:13]1[N:18]=[CH:17][C:16]([CH2:19][N+:20]2[C:25]([O-:26])=[C:24](I)[C:23](=[O:28])[N:22]3[CH:29]=[CH:30][CH:31]=[CH:32][C:21]=23)=[CH:15][CH:14]=1.F[B-](F)(F)F.C([PH+](C(C)(C)C)C(C)(C)C)(C)(C)C.C(=O)([O-])[O-].[Cs+].[Cs+]. Given the product [Cl:12][C:13]1[N:18]=[CH:17][C:16]([CH2:19][N+:20]2[C:25]([O-:26])=[C:24]([C:5]3[CH:6]=[CH:7][CH:8]=[C:3]([C:1]#[N:2])[CH:4]=3)[C:23](=[O:28])[N:22]3[CH:29]=[CH:30][CH:31]=[CH:32][C:21]=23)=[CH:15][CH:14]=1, predict the reactants needed to synthesize it. (2) Given the product [CH2:1]([O:11][C:12]1[CH:17]=[CH:16][N:15]=[C:14]([CH2:18][Cl:23])[C:13]=1[CH3:20])[CH2:2][CH2:3][CH2:4][CH2:5][CH2:6][CH2:7][CH2:8][CH2:9][CH3:10], predict the reactants needed to synthesize it. The reactants are: [CH2:1]([O:11][C:12]1[CH:17]=[CH:16][N:15]=[C:14]([CH2:18]O)[C:13]=1[CH3:20])[CH2:2][CH2:3][CH2:4][CH2:5][CH2:6][CH2:7][CH2:8][CH2:9][CH3:10].S(Cl)([Cl:23])=O.C(=O)(O)[O-].[Na+]. (3) Given the product [F:1][C:2]1[CH:23]=[CH:22][C:5]([CH2:6][N:7]2[C:11]([S:12][CH3:26])=[N:10][N:9]=[C:8]2[CH2:13][NH:14][C:15](=[O:21])[O:16][C:17]([CH3:19])([CH3:20])[CH3:18])=[CH:4][CH:3]=1, predict the reactants needed to synthesize it. The reactants are: [F:1][C:2]1[CH:23]=[CH:22][C:5]([CH2:6][N:7]2[C:11]([SH:12])=[N:10][N:9]=[C:8]2[CH2:13][NH:14][C:15](=[O:21])[O:16][C:17]([CH3:20])([CH3:19])[CH3:18])=[CH:4][CH:3]=1.[OH-].[Na+].[CH3:26]I. (4) The reactants are: C=O.[C:3](O[BH-](OC(=O)C)OC(=O)C)(=O)C.[Na+].FC(F)(F)C(O)=O.[CH3:24][O:25][C:26]1[N:31]=[CH:30][C:29]([C:32]2[N:33]([C:46]3[CH:51]=[CH:50][CH:49]=[CH:48][CH:47]=3)[CH:34]=[C:35]([C:37]([N:39]3[CH2:44][CH2:43][NH:42][CH2:41][CH:40]3[CH3:45])=[O:38])[N:36]=2)=[CH:28][CH:27]=1. Given the product [CH3:24][O:25][C:26]1[N:31]=[CH:30][C:29]([C:32]2[N:33]([C:46]3[CH:51]=[CH:50][CH:49]=[CH:48][CH:47]=3)[CH:34]=[C:35]([C:37]([N:39]3[CH2:44][CH2:43][N:42]([CH3:3])[CH2:41][CH:40]3[CH3:45])=[O:38])[N:36]=2)=[CH:28][CH:27]=1, predict the reactants needed to synthesize it. (5) Given the product [C:1]([C:5]1[O:9][C:8]([NH:10][C:11]2[CH:12]=[CH:13][C:14]([C:17]3[CH:22]=[CH:21][C:20]([C:23]45[O:29][C:26]([CH2:30][C:31]([OH:33])=[O:32])([CH2:27][CH2:28]4)[CH2:25][CH2:24]5)=[CH:19][CH:18]=3)=[CH:15][CH:16]=2)=[N:7][N:6]=1)([CH3:4])([CH3:2])[CH3:3], predict the reactants needed to synthesize it. The reactants are: [C:1]([C:5]1[O:9][C:8]([NH:10][C:11]2[CH:16]=[CH:15][C:14]([C:17]3[CH:22]=[CH:21][C:20]([C:23]45[O:29][C:26]([CH2:30][C:31]([O:33]C)=[O:32])([CH2:27][CH2:28]4)[CH2:25][CH2:24]5)=[CH:19][CH:18]=3)=[CH:13][CH:12]=2)=[N:7][N:6]=1)([CH3:4])([CH3:3])[CH3:2].[OH-].[Na+]. (6) Given the product [Br:5][C:6]1[C:15]([Br:2])=[C:14]2[C:9]([CH:10]=[CH:11][C:12]([O:17][CH3:18])=[N:13]2)=[N:8][CH:7]=1, predict the reactants needed to synthesize it. The reactants are: P(Br)(Br)[Br:2].[Br:5][C:6]1[CH:7]=[N:8][C:9]2[C:14]([C:15]=1O)=[N:13][C:12]([O:17][CH3:18])=[CH:11][CH:10]=2.C(=O)([O-])[O-].[Na+].[Na+]. (7) Given the product [NH2:1][C:2]1[C:11]2[N:12]=[C:13]([CH2:22][CH3:23])[N:14]([CH2:15][CH:16]3[CH2:21][CH2:20][O:19][CH2:18][CH2:17]3)[C:10]=2[C:9]2[CH:8]=[CH:7][C:6]([CH2:24][CH2:25][C:26]([NH2:27])=[O:28])=[CH:5][C:4]=2[N:3]=1, predict the reactants needed to synthesize it. The reactants are: [NH2:1][C:2]1[C:11]2[N:12]=[C:13]([CH2:22][CH3:23])[N:14]([CH2:15][CH:16]3[CH2:21][CH2:20][O:19][CH2:18][CH2:17]3)[C:10]=2[C:9]2[CH:8]=[CH:7][C:6]([CH2:24][CH2:25][C:26]#[N:27])=[CH:5][C:4]=2[N:3]=1.[OH-:28].[Na+].OO. (8) Given the product [Br:1][C:2]1[N:7]=[C:6]([Cl:8])[C:5]2[N:9]=[C:10]([C:14]3[C:15]([NH2:23])=[N:16][O:18][N:17]=3)[N:11]([CH2:12][CH3:13])[C:4]=2[CH:3]=1, predict the reactants needed to synthesize it. The reactants are: [Br:1][C:2]1[N:7]=[C:6]([Cl:8])[C:5]2[N:9]=[C:10](/[C:14](=[N:17]/[OH:18])/[C:15]#[N:16])[N:11]([CH2:12][CH3:13])[C:4]=2[CH:3]=1.NO.CC[N:23](CC)CC. (9) Given the product [O:36]1[CH2:37][CH2:38][CH:33]([CH2:32][NH:31][C:20]([C:13]2[C:14]([C:16]([F:17])([F:19])[F:18])=[N:15][C:10]([NH:9][C:3]3[CH:4]=[CH:5][C:6]([Cl:8])=[CH:7][C:2]=3[Cl:1])=[N:11][CH:12]=2)=[O:22])[CH2:34][CH2:35]1, predict the reactants needed to synthesize it. The reactants are: [Cl:1][C:2]1[CH:7]=[C:6]([Cl:8])[CH:5]=[CH:4][C:3]=1[NH:9][C:10]1[N:15]=[C:14]([C:16]([F:19])([F:18])[F:17])[C:13]([C:20]([OH:22])=O)=[CH:12][N:11]=1.C(N1CCOCC1)C.[NH2:31][CH2:32][CH:33]1[CH2:38][CH2:37][O:36][CH2:35][CH2:34]1.O.ON1C2C=CC=CC=2N=N1.Cl.CN(C)CCCN=C=NCC. (10) Given the product [C:29]([O:28][C:26]([N:25]1[CH:23]2[CH2:22][CH2:21][CH:20]1[CH2:19][N:18]([C:16]1[CH:15]=[CH:14][N:13]=[C:12]([NH:9][C:6]3[CH:7]=[N:8][C:3]([C:33]([O:36][CH3:39])=[O:34])=[C:4]([F:10])[CH:5]=3)[N:17]=1)[CH2:24]2)=[O:27])([CH3:32])([CH3:31])[CH3:30], predict the reactants needed to synthesize it. The reactants are: Cl.Cl[C:3]1[N:8]=[CH:7][C:6]([NH2:9])=[CH:5][C:4]=1[F:10].Cl[C:12]1[N:17]=[C:16]([N:18]2[CH2:24][C@H:23]3[N:25]([C:26]([O:28][C:29]([CH3:32])([CH3:31])[CH3:30])=[O:27])[C@H:20]([CH2:21][CH2:22]3)[CH2:19]2)[CH:15]=[CH:14][N:13]=1.[C:33]([O-:36])([O-])=[O:34].[Cs+].[Cs+].[CH3:39]C1(C)C2C(=C(P(C3C=CC=CC=3)C3C=CC=CC=3)C=CC=2)OC2C(P(C3C=CC=CC=3)C3C=CC=CC=3)=CC=CC1=2.